Dataset: Reaction yield outcomes from USPTO patents with 853,638 reactions. Task: Predict the reaction yield, written as a fraction of the theoretical maximum amount of product (1.0 means a 100% yield; for example, 0.34 means a 34% yield). (1) The catalyst is CN(C=O)C. The reactants are [CH3:1][N:2]([CH3:18])[C:3]1[N:4]=[CH:5][C:6]2[N:11]=[C:10]([N:12]=[C:13](SC)SC)[S:9][C:7]=2[N:8]=1.Cl.Cl.[NH2:21][CH2:22][C@@:23]1([OH:31])[CH:28]2[CH2:29][CH2:30][N:25]([CH2:26][CH2:27]2)[CH2:24]1.C(=O)([O-])[O-].[Cs+].[Cs+].O. The yield is 0.710. The product is [CH3:1][N:2]([CH3:18])[C:3]1[N:4]=[CH:5][C:6]2[N:11]=[C:10]([NH:12][C:13]3[O:31][C@:23]4([CH2:22][N:21]=3)[CH:28]3[CH2:29][CH2:30][N:25]([CH2:26][CH2:27]3)[CH2:24]4)[S:9][C:7]=2[N:8]=1. (2) The reactants are [CH3:1][C:2]1[C:10]2[C:5](=[N:6][CH:7]=[C:8]([C:24]3[CH:29]=[CH:28][CH:27]=[CH:26][CH:25]=3)[C:9]=2[N:11]2[CH2:16][CH2:15][N:14](C(OC(C)(C)C)=O)[CH2:13][CH2:12]2)[NH:4][CH:3]=1.C(O)(C(F)(F)F)=O. The catalyst is C(Cl)Cl. The product is [CH3:1][C:2]1[C:10]2[C:5](=[N:6][CH:7]=[C:8]([C:24]3[CH:25]=[CH:26][CH:27]=[CH:28][CH:29]=3)[C:9]=2[N:11]2[CH2:12][CH2:13][NH:14][CH2:15][CH2:16]2)[NH:4][CH:3]=1. The yield is 0.964. (3) The reactants are [CH3:1][C:2]1[N:16]=[C:15]([N:17]2[CH:21]=[N:20][CH:19]=[N:18]2)[CH:14]=[CH:13][C:3]=1[C:4]([O:6]C1N(C)N=CC=1)=O.C([N:24]([CH2:27][CH3:28])[CH2:25]C)C.CC(C)([OH:33])C#N.[C:35](#[N:37])C. No catalyst specified. The product is [OH:33][C:27]1[N:24]([CH3:25])[N:37]=[CH:35][C:28]=1[C:4]([C:3]1[C:2]([CH3:1])=[N:16][C:15]([N:17]2[CH:21]=[N:20][CH:19]=[N:18]2)=[CH:14][CH:13]=1)=[O:6]. The yield is 0.930.